From a dataset of Reaction yield outcomes from USPTO patents with 853,638 reactions. Predict the reaction yield, written as a fraction of the theoretical maximum amount of product (1.0 means a 100% yield; for example, 0.34 means a 34% yield). (1) The reactants are [CH3:1][C:2]1[N:3]([C:13]2[CH:18]=[CH:17][CH:16]=[CH:15][CH:14]=2)[C:4](=[O:12])[C:5]2[CH:11]=[N:10][CH:9]=[CH:8][C:6]=2[N:7]=1.[CH3:19][O:20][C:21]1[C:26]([OH:27])=[C:25]([CH:28]=O)[CH:24]=[CH:23][CH:22]=1. The catalyst is C(O)(=O)C. The product is [OH:27][C:26]1[C:21]([O:20][CH3:19])=[CH:22][CH:23]=[CH:24][C:25]=1/[CH:28]=[CH:1]/[C:2]1[N:3]([C:13]2[CH:14]=[CH:15][CH:16]=[CH:17][CH:18]=2)[C:4](=[O:12])[C:5]2[CH:11]=[N:10][CH:9]=[CH:8][C:6]=2[N:7]=1. The yield is 0.0800. (2) The reactants are [CH3:1][CH:2]([N:4]1[C:12](/[CH:13]=[CH:14]/[C@H:15]([OH:24])[CH2:16][C@H:17]([OH:23])[CH2:18][C:19]([O:21]C)=[O:20])=[C:11]([C:25]2[CH:30]=[CH:29][C:28]([F:31])=[CH:27][CH:26]=2)[C:10]2[C:5]1=[CH:6][CH:7]=[CH:8][CH:9]=2)[CH3:3].C1CCCCC1.[OH-].[Na+:39]. The catalyst is CO. The product is [CH3:3][CH:2]([N:4]1[C:12](/[CH:13]=[CH:14]/[CH:15]([OH:24])[CH2:16][CH:17]([OH:23])[CH2:18][C:19]([O-:21])=[O:20])=[C:11]([C:25]2[CH:26]=[CH:27][C:28]([F:31])=[CH:29][CH:30]=2)[C:10]2[CH:9]=[CH:8][CH:7]=[CH:6][C:5]1=2)[CH3:1].[Na+:39]. The yield is 0.900.